This data is from Full USPTO retrosynthesis dataset with 1.9M reactions from patents (1976-2016). The task is: Predict the reactants needed to synthesize the given product. (1) Given the product [C:1]([C:5]1[CH:10]=[CH:9][C:8]([NH:11][C:12]([C:14]2[C:15]([S:20][CH:21]([NH:28][C:29](=[O:32])[CH2:30][N:39]3[CH2:44][CH2:43][O:42][CH2:41][CH2:40]3)[C:22]3[CH:27]=[CH:26][N:25]=[CH:24][CH:23]=3)=[N:16][CH:17]=[CH:18][CH:19]=2)=[O:13])=[CH:7][CH:6]=1)([CH3:4])([CH3:3])[CH3:2], predict the reactants needed to synthesize it. The reactants are: [C:1]([C:5]1[CH:10]=[CH:9][C:8]([NH:11][C:12]([C:14]2[C:15]([S:20][CH:21]([NH:28][C:29](=[O:32])[CH2:30]Cl)[C:22]3[CH:27]=[CH:26][N:25]=[CH:24][CH:23]=3)=[N:16][CH:17]=[CH:18][CH:19]=2)=[O:13])=[CH:7][CH:6]=1)([CH3:4])([CH3:3])[CH3:2].C(OCC)(=O)C.[NH:39]1[CH2:44][CH2:43][O:42][CH2:41][CH2:40]1. (2) The reactants are: [H-].[Na+].[F:3][C:4]([F:13])([F:12])/[CH:5]=[CH:6]/[C:7]([O:9]CC)=[O:8].CC1C=CC(S([CH2:24][N+:25]#[C-:26])(=O)=O)=CC=1.[CH3:27]I. Given the product [CH3:24][N:25]1[CH:26]=[C:5]([C:4]([F:13])([F:12])[F:3])[C:6]([C:7]([OH:9])=[O:8])=[CH:27]1, predict the reactants needed to synthesize it. (3) Given the product [Cl:7][C:6]1[C:5]2[CH:8]=[CH:9][C:10]([C:12]([O:14][CH2:15][CH3:16])=[O:13])=[CH:11][C:4]=2[O:3][CH:2]=1, predict the reactants needed to synthesize it. The reactants are: Cl[C@H:2]1[C@H:6]([Cl:7])[C:5]2[CH:8]=[CH:9][C:10]([C:12]([O:14][CH3:15])=[O:13])=[CH:11][C:4]=2[O:3]1.[C:16]([O-])([O-])=O.[K+].[K+]. (4) Given the product [CH:1]1([C:7]2[C:8]3[CH:9]=[CH:10][C:11]([C:25]([O:27][CH3:28])=[O:26])=[CH:12][C:13]=3[N:14]3[CH2:40][C@H:38]([OH:39])[C@H:37]([OH:33])[C:17]4[CH:21]=[CH:22][CH:23]=[CH:24][C:16]=4[C:15]=23)[CH2:6][CH2:5][CH2:4][CH2:3][CH2:2]1, predict the reactants needed to synthesize it. The reactants are: [CH:1]1([C:7]2[C:8]3[CH:9]=[CH:10][C:11]([C:25]([O:27][CH3:28])=[O:26])=[CH:12][C:13]=3[N:14]3CC=C[C:17]4[CH:21]=[CH:22][CH:23]=[CH:24][C:16]=4[C:15]=23)[CH2:6][CH2:5][CH2:4][CH2:3][CH2:2]1.C[N+]1([O-])CC[O:33]CC1.[CH3:37][C:38]([CH3:40])=[O:39].O.